Task: Predict the product of the given reaction.. Dataset: Forward reaction prediction with 1.9M reactions from USPTO patents (1976-2016) (1) Given the reactants Br[CH2:2][C:3]1[CH:8]=[C:7]([I:9])[CH:6]=[C:5]([C:10]([CH3:13])([CH3:12])[CH3:11])[CH:4]=1.CS(C)=[O:16], predict the reaction product. The product is: [C:10]([C:5]1[CH:4]=[C:3]([CH:8]=[C:7]([I:9])[CH:6]=1)[CH:2]=[O:16])([CH3:13])([CH3:12])[CH3:11]. (2) The product is: [CH3:15][C:12]1([CH3:14])[C:11]([CH3:16])([CH3:17])[O:10][B:9]([C:25]2[CH:26]=[C:27]([C:30]3[CH:31]=[N:32][CH:33]=[CH:34][CH:35]=3)[O:28][CH:29]=2)[O:13]1. Given the reactants [CH3:16][C:11]1([CH3:17])[C:12]([CH3:15])([CH3:14])[O:13][B:9]([B:9]2[O:13][C:12]([CH3:15])([CH3:14])[C:11]([CH3:17])([CH3:16])[O:10]2)[O:10]1.C([O-])(=O)C.[K+].Br[C:25]1[CH:26]=[C:27]([C:30]2[CH:31]=[N:32][CH:33]=[CH:34][CH:35]=2)[O:28][CH:29]=1, predict the reaction product. (3) Given the reactants FC(F)(F)S(O[C:7]1[C:12]([C:13]2[NH:14][C:15]3[C:20]([CH:21]=2)=[C:19]([F:22])[CH:18]=[CH:17][CH:16]=3)=[N:11][C:10]([C:23]2[C:24]([N:43]([CH3:48])[S:44]([CH3:47])(=[O:46])=[O:45])=[CH:25][C:26]3[O:30][C:29]([C:31]4[CH:36]=[CH:35][C:34]([F:37])=[CH:33][CH:32]=4)=[C:28]([C:38](=[O:41])[NH:39][CH3:40])[C:27]=3[CH:42]=2)=[CH:9][N:8]=1)(=O)=O.[CH2:51]([Sn](CCCC)(CCCC)C=C)[CH2:52]CC.[Li+].[Cl-], predict the reaction product. The product is: [F:22][C:19]1[CH:18]=[CH:17][CH:16]=[C:15]2[C:20]=1[CH:21]=[C:13]([C:12]1[N:11]=[C:10]([C:23]3[C:24]([N:43]([CH3:48])[S:44]([CH3:47])(=[O:45])=[O:46])=[CH:25][C:26]4[O:30][C:29]([C:31]5[CH:36]=[CH:35][C:34]([F:37])=[CH:33][CH:32]=5)=[C:28]([C:38]([NH:39][CH3:40])=[O:41])[C:27]=4[CH:42]=3)[CH:9]=[N:8][C:7]=1[CH:51]=[CH2:52])[NH:14]2. (4) Given the reactants [F:1][CH:2]([C:4]1[N:9]=[C:8]([CH2:10][CH2:11][CH3:12])[NH:7][C:6](=[O:13])[CH:5]=1)[CH3:3].Br[CH2:15][C:16]1[CH:21]=[CH:20][C:19]([C:22]2[C:23]([C:28]#[N:29])=[CH:24][CH:25]=[CH:26][CH:27]=2)=[CH:18][CH:17]=1.C(=O)([O-])[O-].[K+].[K+], predict the reaction product. The product is: [F:1][CH:2]([C:4]1[N:9]=[C:8]([CH2:10][CH2:11][CH3:12])[N:7]([CH2:15][C:16]2[CH:17]=[CH:18][C:19]([C:22]3[C:23]([C:28]#[N:29])=[CH:24][CH:25]=[CH:26][CH:27]=3)=[CH:20][CH:21]=2)[C:6](=[O:13])[CH:5]=1)[CH3:3].